The task is: Predict the product of the given reaction.. This data is from Forward reaction prediction with 1.9M reactions from USPTO patents (1976-2016). (1) Given the reactants CCN(CC)CC.Cl.[NH:9]1[CH2:14][CH2:13][CH2:12][CH2:11][CH:10]1[C:15]([O:17][CH3:18])=[O:16].[Cl:19][CH2:20][C:21](Cl)=[O:22].C(Cl)Cl.CO, predict the reaction product. The product is: [Cl:19][CH2:20][C:21]([N:9]1[CH2:14][CH2:13][CH2:12][CH2:11][CH:10]1[C:15]([O:17][CH3:18])=[O:16])=[O:22]. (2) Given the reactants [F:1][C:2]1[CH:10]=[CH:9][C:8]([N+:11]([O-:13])=[O:12])=[CH:7][C:3]=1[C:4]([OH:6])=O.[CH2:14]([CH2:16][NH2:17])[OH:15], predict the reaction product. The product is: [F:1][C:2]1[CH:10]=[CH:9][C:8]([N+:11]([O-:13])=[O:12])=[CH:7][C:3]=1[C:4]([NH:17][CH2:16][CH2:14][OH:15])=[O:6]. (3) The product is: [C:16]([C:7]1[N:8]([CH3:15])[C:9](=[O:14])[C:10]([CH3:13])=[C:11]([Cl:12])[C:6]=1[C:4]([OH:5])=[O:3])(=[O:18])[CH3:17]. Given the reactants C([O:3][C:4]([C:6]1[C:11]([Cl:12])=[C:10]([CH3:13])[C:9](=[O:14])[N:8]([CH3:15])[C:7]=1[C:16](=[O:18])[CH3:17])=[O:5])C.[Li+].[OH-].Cl, predict the reaction product. (4) Given the reactants [H-].[Na+].[NH2:3][C@@H:4]1[C:13]2[C:8](=[CH:9][CH:10]=[CH:11][CH:12]=2)[C@H:7]([OH:14])[CH2:6][CH2:5]1.[CH3:15][C@H:16]1[CH2:21][CH2:20][CH2:19][C@@H:18]([CH3:22])[N:17]1[C:23]1[N:27]2[CH:28]=[C:29](F)[CH:30]=[CH:31][C:26]2=[N:25][N:24]=1, predict the reaction product. The product is: [CH3:15][C@H:16]1[CH2:21][CH2:20][CH2:19][C@@H:18]([CH3:22])[N:17]1[C:23]1[N:27]2[CH:28]=[C:29]([O:14][C@H:7]3[C:8]4[C:13](=[CH:12][CH:11]=[CH:10][CH:9]=4)[C@@H:4]([NH2:3])[CH2:5][CH2:6]3)[CH:30]=[CH:31][C:26]2=[N:25][N:24]=1. (5) Given the reactants [OH:1][C:2]1[N:6]([C:7]2[CH:12]=[C:11]([C:13]#[N:14])[CH:10]=[CH:9][N:8]=2)[N:5]=[CH:4][CH:3]=1.[F:15][C:16]1[C:21]([F:22])=[C:20]([CH3:23])[CH:19]=[CH:18][C:17]=1[CH2:24]O, predict the reaction product. The product is: [F:15][C:16]1[C:21]([F:22])=[C:20]([CH3:23])[CH:19]=[CH:18][C:17]=1[CH2:24][O:1][C:2]1[N:6]([C:7]2[CH:12]=[C:11]([C:13]#[N:14])[CH:10]=[CH:9][N:8]=2)[N:5]=[CH:4][CH:3]=1. (6) Given the reactants [CH2:1]([O:3][C:4]([N:6]1[CH2:24][CH2:23][C:9]2[N:10]3[C:19]4[C:18]([C:8]=2[CH2:7]1)=[CH:17][CH:16]=[CH:15][C:14]=4[N:13]([CH3:20])[CH2:12][C:11]3([CH3:22])[CH3:21])=[O:5])[CH3:2].[BH3-]C#N.[Na+], predict the reaction product. The product is: [CH2:1]([O:3][C:4]([N:6]1[CH2:24][CH2:23][CH:9]2[N:10]3[C:19]4[C:18]([CH:8]2[CH2:7]1)=[CH:17][CH:16]=[CH:15][C:14]=4[N:13]([CH3:20])[CH2:12][C:11]3([CH3:21])[CH3:22])=[O:5])[CH3:2]. (7) Given the reactants [I:1][C:2]1[CH:10]=[CH:9][C:5]([C:6](O)=[O:7])=[CH:4][C:3]=1[N+:11]([O-:13])=[O:12].O=S(Cl)Cl.[CH3:18][NH2:19], predict the reaction product. The product is: [CH3:18][NH:19][C:6](=[O:7])[C:5]1[CH:9]=[CH:10][C:2]([I:1])=[C:3]([N+:11]([O-:13])=[O:12])[CH:4]=1. (8) Given the reactants [C:1]12([NH2:11])[CH2:10][CH:5]3[CH2:6][CH:7]([CH2:9][CH:3]([CH2:4]3)[CH2:2]1)[CH2:8]2.[OH:12][C:13]1[C:22]2[C:17](=[CH:18][CH:19]=[CH:20][CH:21]=2)[CH:16]=[CH:15][C:14]=1[CH:23]=O, predict the reaction product. The product is: [C:1]12([NH:11][CH2:23][C:14]3[CH:15]=[CH:16][C:17]4[C:22](=[CH:21][CH:20]=[CH:19][CH:18]=4)[C:13]=3[OH:12])[CH2:8][CH:7]3[CH2:6][CH:5]([CH2:4][CH:3]([CH2:9]3)[CH2:2]1)[CH2:10]2. (9) Given the reactants C[N+]1([O-])CC[O:5]CC1.[CH3:9][C:10]([CH3:12])=[O:11].[CH3:13][C:14]1(C)[O:40][C:18]2[CH:19]=[CH:20][C:21]3[C:34](=[O:35])[C@@H:33]4[C@@H:24]([CH2:25][O:26][C:27]5[C:32]4=[CH:31][C:30]([O:36][CH3:37])=[C:29]([O:38][CH3:39])[CH:28]=5)[O:23][C:22]=3C=2C=[CH:15]1.S([O-])([O-])=O, predict the reaction product. The product is: [OH:11][CH:10]1[C:12]2[C:22]3[O:23][C@@H:24]4[CH2:25][O:26][C:27]5[C:32]([C@@H:33]4[C:34](=[O:35])[C:21]=3[CH:20]=[CH:19][C:18]=2[O:40][C:14]([CH3:15])([CH3:13])[CH:9]1[OH:5])=[CH:31][C:30]([O:36][CH3:37])=[C:29]([O:38][CH3:39])[CH:28]=5.